From a dataset of Reaction yield outcomes from USPTO patents with 853,638 reactions. Predict the reaction yield, written as a fraction of the theoretical maximum amount of product (1.0 means a 100% yield; for example, 0.34 means a 34% yield). (1) The reactants are C(P(C(C)(C)C)C(C)(C)C)(C)(C)C.C(NC(C)C)(C)C.Br[C:22]1[CH:27]=[CH:26][CH:25]=[C:24]([CH:28]([F:33])[CH2:29][CH2:30][CH2:31][F:32])[CH:23]=1.[F:34][CH:35]([F:45])[O:36][C:37]1[CH:42]=[CH:41][C:40]([C:43]#[CH:44])=[CH:39][CH:38]=1. The catalyst is O1CCOCC1.C1C=CC(C#N)=CC=1.C1C=CC(C#N)=CC=1.Cl[Pd]Cl.[Cu]I.CCOC(C)=O. The product is [F:34][CH:35]([F:45])[O:36][C:37]1[CH:42]=[CH:41][C:40]([C:43]#[C:44][C:22]2[CH:23]=[C:24]([CH:28]([F:33])[CH2:29][CH2:30][CH2:31][F:32])[CH:25]=[CH:26][CH:27]=2)=[CH:39][CH:38]=1. The yield is 0.820. (2) The yield is 0.941. The reactants are [CH2:1]([OH:10])[C@H:2]1[O:7][C:5](=[O:6])[C@H:4]([OH:8])[C@@H:3]1[OH:9].CO.[OH:13][C:14]1[CH:15]=[C:16]([CH:20]=[CH:21][C:22]=1[OH:23])[CH2:17][CH2:18][NH2:19].C(N(CC)CC)C. The product is [O:6]=[C:5]([NH2:19])[C@@H:4]([C@@H:3]([C@@H:2]([CH2:1][OH:10])[OH:7])[OH:9])[OH:8].[NH2:19][CH2:18][CH2:17][C:16]1[CH:20]=[CH:21][C:22]([OH:23])=[C:14]([OH:13])[CH:15]=1. The catalyst is CC(C)=O. (3) The reactants are [NH2:1][C:2]1[CH:7]=[C:6]([CH3:8])[CH:5]=[C:4]([CH3:9])[N:3]=1.[C:10]([N:17]1C=CN=C1)([N:12]1[CH:16]=[CH:15][N:14]=[CH:13]1)=[S:11]. The catalyst is C(Cl)(Cl)Cl. The product is [NH:1]=[C:2]1[CH:7]=[C:6]([CH3:8])[CH:5]=[C:4]([CH3:9])[N:3]1[NH:17][C:10]([N:12]1[CH:16]=[CH:15][N:14]=[CH:13]1)=[S:11]. The yield is 0.400. (4) The reactants are [CH3:1][CH:2]([O:4][C:5]1[CH:6]=[C:7]([CH:13]([N:18]2[C:22](=[O:23])[C:21]3=[CH:24][CH:25]=[CH:26][CH:27]=[C:20]3[C:19]2=[O:28])[CH2:14][C:15](O)=[O:16])[CH:8]=[CH:9][C:10]=1[O:11][CH3:12])[CH3:3].C(N1C=CN=C1)(N1C=CN=C1)=O.Cl.[NH2:42][OH:43]. The catalyst is O1CCCC1. The product is [OH:43][NH:42][C:15](=[O:16])[CH2:14][CH:13]([C:7]1[CH:8]=[CH:9][C:10]([O:11][CH3:12])=[C:5]([O:4][CH:2]([CH3:3])[CH3:1])[CH:6]=1)[N:18]1[C:22](=[O:23])[C:21]2=[CH:24][CH:25]=[CH:26][CH:27]=[C:20]2[C:19]1=[O:28]. The yield is 0.680. (5) The reactants are [CH2:1]1[NH:18][CH2:17][CH2:16][O:15][CH2:14][CH2:13][O:12][CH2:11][CH2:10][O:9][CH2:8][CH2:7][O:6][CH2:5][CH2:4][O:3][CH2:2]1.[C:19]([O:27][CH2:28][CH2:29]Cl)(=[O:26])[C:20]1[CH:25]=[CH:24][CH:23]=[CH:22][CH:21]=1.C(=O)([O-])[O-].[K+].[K+]. The catalyst is CN(C)C=O. The product is [C:19]([O:27][CH2:28][CH2:29][N:18]1[CH2:1][CH2:2][O:3][CH2:4][CH2:5][O:6][CH2:7][CH2:8][O:9][CH2:10][CH2:11][O:12][CH2:13][CH2:14][O:15][CH2:16][CH2:17]1)(=[O:26])[C:20]1[CH:25]=[CH:24][CH:23]=[CH:22][CH:21]=1. The yield is 0.750. (6) The reactants are [O:1]1[C:6]2[CH:7]=[CH:8][CH:9]=[CH:10][C:5]=2[N:4]([CH2:11][CH2:12][O:13][C:14]2[CH:19]=[CH:18][C:17]([CH2:20][CH:21]([O:25][CH2:26][CH3:27])[C:22]([OH:24])=O)=[CH:16][CH:15]=2)[CH2:3][CH2:2]1.[CH2:28]([NH2:35])[C:29]1[CH:34]=[CH:33][CH:32]=[CH:31][CH:30]=1. No catalyst specified. The product is [CH2:28]([NH:35][C:22](=[O:24])[CH:21]([O:25][CH2:26][CH3:27])[CH2:20][C:17]1[CH:16]=[CH:15][C:14]([O:13][CH2:12][CH2:11][N:4]2[C:5]3[CH:10]=[CH:9][CH:8]=[CH:7][C:6]=3[O:1][CH2:2][CH2:3]2)=[CH:19][CH:18]=1)[C:29]1[CH:34]=[CH:33][CH:32]=[CH:31][CH:30]=1. The yield is 0.670. (7) The reactants are C[O:2][C:3]([C:5]1[S:9][C:8]([N:10]2[C:14]3[CH:15]=[C:16]([O:21][CH3:22])[C:17]([O:19][CH3:20])=[CH:18][C:13]=3[N:12]=[CH:11]2)=[N:7][C:6]=1Br)=[O:4].[Cl:24][C:25]1(B(O)O)[CH:30]=[CH:29][CH:28]=[CH:27][NH:26]1. No catalyst specified. The product is [Cl:24][C:25]1[CH:30]=[C:29]([C:6]2[N:7]=[C:8]([N:10]3[C:14]4[CH:15]=[C:16]([O:21][CH3:22])[C:17]([O:19][CH3:20])=[CH:18][C:13]=4[N:12]=[CH:11]3)[S:9][C:5]=2[C:3]([OH:2])=[O:4])[CH:28]=[CH:27][N:26]=1. The yield is 0.464.